From a dataset of Reaction yield outcomes from USPTO patents with 853,638 reactions. Predict the reaction yield, written as a fraction of the theoretical maximum amount of product (1.0 means a 100% yield; for example, 0.34 means a 34% yield). (1) The reactants are [CH2:1]([O:3][C:4]1[C:9]2[C:10]([CH3:16])=[C:11]([C:13]([OH:15])=O)[O:12][C:8]=2[CH:7]=[CH:6][CH:5]=1)[CH3:2].[CH3:17]N(C=O)C.[CH3:22][O:23][C:24](=[O:46])[C@@H:25]([NH:29][S:30]([C:33]1[CH:38]=[CH:37][C:36]([C:39]2[CH:44]=[CH:43][C:42]([NH2:45])=[CH:41][CH:40]=2)=[CH:35][CH:34]=1)(=[O:32])=[O:31])[CH:26]([CH3:28])[CH3:27].N1C=CC=CC=1. The catalyst is C(Cl)(=O)C(Cl)=O. The product is [CH3:22][O:23][C:24](=[O:46])[C@@H:25]([NH:29][S:30]([C:33]1[CH:38]=[CH:37][C:36]([C:39]2[CH:40]=[CH:41][C:42]([NH:45][C:13]([C:11]3[O:12][C:8]4[CH:7]=[CH:6][CH:5]=[C:4]([O:3][CH2:1][CH2:2][CH3:17])[C:9]=4[C:10]=3[CH3:16])=[O:15])=[CH:43][CH:44]=2)=[CH:35][CH:34]=1)(=[O:32])=[O:31])[CH:26]([CH3:28])[CH3:27]. The yield is 0.570. (2) The reactants are COC1C=C(OC)C=CC=1C[NH:6][C:7]1[CH:16]=[N:15][C:14]2[C:9](=[CH:10][CH:11]=[C:12]([O:17][CH3:18])[CH:13]=2)[N:8]=1.C(O)(C(F)(F)F)=O. The catalyst is ClCCl. The product is [CH3:18][O:17][C:12]1[CH:13]=[C:14]2[C:9](=[CH:10][CH:11]=1)[N:8]=[C:7]([NH2:6])[CH:16]=[N:15]2. The yield is 0.990. (3) The reactants are [F:1][C:2]1[CH:17]=[CH:16][C:5]([O:6][C:7]2[CH:8]=[C:9]([N+:13]([O-])=O)[CH:10]=[CH:11][CH:12]=2)=[CH:4][CH:3]=1. The catalyst is C(O)C.[Pd]. The product is [F:1][C:2]1[CH:17]=[CH:16][C:5]([O:6][C:7]2[CH:8]=[C:9]([CH:10]=[CH:11][CH:12]=2)[NH2:13])=[CH:4][CH:3]=1. The yield is 0.900. (4) The reactants are [C:1]([C:4]1[CH:5]=[C:6]([NH:10][C:11]([NH:13][C:14]2[CH:19]=[CH:18][C:17]([O:20][CH3:21])=[C:16]([C:22]3[N:23]([CH3:28])[N:24]=[CH:25][C:26]=3[Br:27])[CH:15]=2)=[O:12])[CH:7]=[CH:8][CH:9]=1)(=O)[CH3:2].Cl.[NH2:30][OH:31].Cl. The catalyst is C(O)C. The product is [Br:27][C:26]1[CH:25]=[N:24][N:23]([CH3:28])[C:22]=1[C:16]1[CH:15]=[C:14]([NH:13][C:11]([NH:10][C:6]2[CH:7]=[CH:8][CH:9]=[C:4]([C:1](=[N:30][OH:31])[CH3:2])[CH:5]=2)=[O:12])[CH:19]=[CH:18][C:17]=1[O:20][CH3:21]. The yield is 0.160. (5) The product is [Cl:1][C:2]1[CH:3]=[CH:4][C:5]([C:25]([O:27][CH3:28])=[O:26])=[C:6]2[C:10]=1[N:9]=[C:8]1[N:11]([C:12]3[C:17]([Cl:18])=[CH:16][C:15]([Cl:19])=[CH:14][N:13]=3)[CH2:23][CH2:22][CH2:21][CH2:20][N:7]21. The yield is 0.950. The catalyst is O1CCCC1.C(OCC)(=O)C. The reactants are [Cl:1][C:2]1[C:10]2[N:9]=[C:8]([NH:11][C:12]3[C:17]([Cl:18])=[CH:16][C:15]([Cl:19])=[CH:14][N:13]=3)[N:7]([CH2:20][CH2:21][CH2:22][CH2:23]O)[C:6]=2[C:5]([C:25]([O:27][CH3:28])=[O:26])=[CH:4][CH:3]=1.C(N(CC)CC)C.CS(Cl)(=O)=O.C(=O)([O-])[O-].[K+].[K+]. (6) The reactants are C(O[C:4]([C:6]1[C:10]([C:11]2[CH:16]=[CH:15][CH:14]=[CH:13][CH:12]=2)=[CH:9][NH:8][C:7]=1[CH2:17][CH2:18][NH2:19])=[O:5])C.O.[OH-].[Li+].O.[CH2:24]([OH:26])C. No catalyst specified. The product is [O:5]=[C:4]1[C:6]2[C:10]([C:11]3[CH:12]=[CH:13][CH:14]=[CH:15][CH:16]=3)=[C:9]([CH:24]=[O:26])[NH:8][C:7]=2[CH2:17][CH2:18][NH:19]1. The yield is 0.389.